Task: Predict the reaction yield, written as a fraction of the theoretical maximum amount of product (1.0 means a 100% yield; for example, 0.34 means a 34% yield).. Dataset: Reaction yield outcomes from USPTO patents with 853,638 reactions The reactants are [CH:1]1([C:7]2([C:13](=[O:17])[CH2:14][CH2:15][CH3:16])[CH2:12][CH2:11][NH:10][CH2:9][CH2:8]2)[CH2:6][CH2:5][CH2:4][CH2:3][CH2:2]1.[C:18]([O:22][C:23]([NH:25][C@H:26]([CH2:30][C:31]1[CH:36]=[CH:35][C:34]([O:37][CH3:38])=[CH:33][CH:32]=1)[C:27](O)=[O:28])=[O:24])([CH3:21])([CH3:20])[CH3:19].C(Cl)CCl.C1C=CC2N(O)N=NC=2C=1. The catalyst is CN(C=O)C. The product is [C:18]([O:22][C:23](=[O:24])[NH:25][C@H:26]([CH2:30][C:31]1[CH:36]=[CH:35][C:34]([O:37][CH3:38])=[CH:33][CH:32]=1)[C:27]([N:10]1[CH2:9][CH2:8][C:7]([C:13](=[O:17])[CH2:14][CH2:15][CH3:16])([CH:1]2[CH2:2][CH2:3][CH2:4][CH2:5][CH2:6]2)[CH2:12][CH2:11]1)=[O:28])([CH3:20])([CH3:21])[CH3:19]. The yield is 0.310.